Task: Binary Classification. Given a miRNA mature sequence and a target amino acid sequence, predict their likelihood of interaction.. Dataset: Experimentally validated miRNA-target interactions with 360,000+ pairs, plus equal number of negative samples The miRNA is hsa-miR-6879-5p with sequence CAGGGCAGGGAAGGUGGGAGAG. The protein sequence of the target gene is MTKNEKKSLNQSLAEWKLFIYNPTTGEFLGRTAKSWGLILLFYLVFYGFLAALFSFTMWVMLQTLNDEVPKYRDQIPSPGLMVFPKPVTALEYTFSRSDPTSYAGYIEDLKKFLKPYTLEEQKNLTVCPDGALFEQKGPVYVACQFPISLLQACSGMNDPDFGYSQGNPCILVKMNRIIGLKPEGVPRIDCVSKNEDIPNVAVYPHNGMIDLKYFPYYGKKLHVGYLQPLVAVQVSFAPNNTGKEVTVECKIDGSANLKSQDDRDKFLGRVMFKITARA. Result: 1 (interaction).